This data is from Full USPTO retrosynthesis dataset with 1.9M reactions from patents (1976-2016). The task is: Predict the reactants needed to synthesize the given product. (1) Given the product [ClH:15].[C:6](=[NH:14])([O:3][CH3:1])[CH2:7][CH2:8][CH2:9][CH2:10][CH2:11][CH2:12][CH3:13], predict the reactants needed to synthesize it. The reactants are: [C:1](OC)(=[O:3])C.[C:6](#[N:14])[CH2:7][CH2:8][CH2:9][CH2:10][CH2:11][CH2:12][CH3:13].[ClH:15].CC1CCCCC1. (2) The reactants are: [OH:1][C@@H:2]1[C:10]2[C:5](=[C:6]([C:11]([CH:13]3[CH2:18][CH2:17][O:16][CH2:15][CH2:14]3)=[O:12])[CH:7]=[CH:8][CH:9]=2)[CH2:4][CH2:3]1.[CH3:19][O:20][C:21](=[O:33])[CH2:22][C@H:23]1[C:27]2[CH:28]=[CH:29][C:30](O)=[CH:31][C:26]=2[O:25][CH2:24]1. Given the product [CH3:19][O:20][C:21](=[O:33])[CH2:22][C@H:23]1[C:27]2[CH:28]=[CH:29][C:30]([O:1][C@H:2]3[C:10]4[C:5](=[C:6]([C:11]([CH:13]5[CH2:18][CH2:17][O:16][CH2:15][CH2:14]5)=[O:12])[CH:7]=[CH:8][CH:9]=4)[CH2:4][CH2:3]3)=[CH:31][C:26]=2[O:25][CH2:24]1, predict the reactants needed to synthesize it. (3) Given the product [Br:39][CH2:35][CH2:34][O:33][C:18]1[C:19]([C:21]2[CH:31]=[CH:30][C:24]([C:25]([N:27]([CH3:29])[CH3:28])=[O:26])=[CH:23][C:22]=2[CH3:32])=[N:20][C:15]([C:7]2[NH:6][C:5](=[O:37])[C:4]3[C:9](=[CH:10][C:11]([O:13][CH3:14])=[CH:12][C:3]=3[O:2][CH3:1])[N:8]=2)=[CH:16][CH:17]=1, predict the reactants needed to synthesize it. The reactants are: [CH3:1][O:2][C:3]1[CH:12]=[C:11]([O:13][CH3:14])[CH:10]=[C:9]2[C:4]=1[C:5](=[O:37])[NH:6][C:7]([C:15]1[N:20]=[C:19]([C:21]3[CH:31]=[CH:30][C:24]([C:25]([N:27]([CH3:29])[CH3:28])=[O:26])=[CH:23][C:22]=3[CH3:32])[C:18]([O:33][CH2:34][CH2:35]O)=[CH:17][CH:16]=1)=[N:8]2.P(Br)(Br)[Br:39].O. (4) Given the product [BrH:22].[CH3:21][N:20]=[S:17]1(=[O:19])[CH2:16][CH:14]2[CH:13]([CH2:12][NH:11][CH2:15]2)[CH2:18]1, predict the reactants needed to synthesize it. The reactants are: C(OC([N:11]1[CH2:15][CH:14]2[CH2:16][S:17](=[N:20][CH3:21])(=[O:19])[CH2:18][CH:13]2[CH2:12]1)=O)C1C=CC=CC=1.[BrH:22]. (5) The reactants are: [Na].Br[C:3]1[CH:8]=[CH:7][C:6]([Br:9])=[CH:5][N:4]=1.[CH3:10][OH:11]. Given the product [Br:9][C:6]1[CH:7]=[CH:8][C:3]([O:11][CH3:10])=[N:4][CH:5]=1, predict the reactants needed to synthesize it. (6) The reactants are: [CH3:1][N:2]1[C:10]2[C@@:9]3([CH3:14])[C:11]([CH3:13])([CH3:12])[C@H:6]([CH2:7][CH2:8]3)[C:5]=2[C:4](=[O:15])[NH:3]1.[F:16][C:17]([F:27])([F:26])[C:18]1[CH:19]=[C:20]([CH:23]=[CH:24][CH:25]=1)[CH2:21]Br. Given the product [F:16][C:17]([F:26])([F:27])[C:18]1[CH:19]=[C:20]([CH:23]=[CH:24][CH:25]=1)[CH2:21][N:3]1[C:4](=[O:15])[C:5]2[C@@H:6]3[C:11]([CH3:12])([CH3:13])[C@@:9]([CH3:14])([CH2:8][CH2:7]3)[C:10]=2[N:2]1[CH3:1], predict the reactants needed to synthesize it. (7) Given the product [CH2:2]([C:9]1[C:10](=[O:14])[CH2:11][CH2:12][CH:13]=1)[CH2:3][CH2:4][CH2:5][CH2:6][CH2:7][CH3:8], predict the reactants needed to synthesize it. The reactants are: O[CH:2]([CH:9]1[CH2:13][CH2:12][CH2:11][C:10]1=[O:14])[CH2:3][CH2:4][CH2:5][CH2:6][CH2:7][CH3:8].BrBr.CCCCCCCC. (8) Given the product [F:1][C:2]1[CH:3]=[CH:4][C:5]([C:8]2[CH:16]=[CH:15][C:11]([CH2:12][OH:13])=[CH:10][CH:9]=2)=[CH:6][CH:7]=1, predict the reactants needed to synthesize it. The reactants are: [F:1][C:2]1[CH:7]=[CH:6][C:5]([C:8]2[CH:16]=[CH:15][C:11]([C:12](O)=[O:13])=[CH:10][CH:9]=2)=[CH:4][CH:3]=1.[H-].[Al+3].[Li+].[H-].[H-].[H-].O. (9) Given the product [O:28]=[S:2]1(=[O:1])[C:8]2[CH:9]=[C:10]([O:15][CH2:36][C:37]([O:39][CH2:40][CH3:41])=[O:38])[C:11]([S:13][CH3:14])=[CH:12][C:7]=2[N:6]([C:16]2[CH:17]=[CH:18][CH:19]=[CH:20][CH:21]=2)[CH2:5][C:4]([CH2:24][CH2:25][CH2:26][CH3:27])([CH2:22][CH3:23])[CH2:3]1, predict the reactants needed to synthesize it. The reactants are: [O:1]=[S:2]1(=[O:28])[C:8]2[CH:9]=[C:10]([OH:15])[C:11]([S:13][CH3:14])=[CH:12][C:7]=2[N:6]([C:16]2[CH:21]=[CH:20][CH:19]=[CH:18][CH:17]=2)[CH2:5][C:4]([CH2:24][CH2:25][CH2:26][CH3:27])([CH2:22][CH3:23])[CH2:3]1.C(=O)([O-])[O-].[Na+].[Na+].Br[CH2:36][C:37]([O:39][CH2:40][CH3:41])=[O:38]. (10) Given the product [Cl:24][C:21]1[N:18]2[CH:19]=[CH:20][C:15]([N:10]3[CH2:11][CH2:12][N:8]([C:3]4[CH:4]=[N:5][CH:6]=[CH:7][C:2]=4[CH3:1])[C:9]3=[O:13])=[CH:16][C:17]2=[N:23][CH:22]=1, predict the reactants needed to synthesize it. The reactants are: [CH3:1][C:2]1[CH:7]=[CH:6][N:5]=[CH:4][C:3]=1[N:8]1[CH2:12][CH2:11][NH:10][C:9]1=[O:13].Br[C:15]1[CH:20]=[CH:19][N:18]2[C:21]([Cl:24])=[CH:22][N:23]=[C:17]2[CH:16]=1.N[C@@H]1CCCC[C@H]1N.P([O-])([O-])([O-])=O.[K+].[K+].[K+].